This data is from Forward reaction prediction with 1.9M reactions from USPTO patents (1976-2016). The task is: Predict the product of the given reaction. (1) Given the reactants ClCC([NH:5][C:6](C)(C)[CH2:7][C:8]1[CH:13]=[CH:12][N:11]=[CH:10][CH:9]=1)=O.NC(N)=S.[C:20](O)(=O)[CH3:21], predict the reaction product. The product is: [CH3:10][C:9]1[C:20]([CH3:21])=[N:5][CH:6]=[CH:7][C:8]=1[CH2:13][CH2:12][NH2:11]. (2) Given the reactants [Cl:1][C:2]1[CH:3]=[C:4]([OH:23])[CH:5]=[CH:6][C:7]=1[CH:8]([CH3:22])[C:9]([OH:21])([C:14]1[CH:19]=[N:18][C:17]([CH3:20])=[CH:16][N:15]=1)[C:10]([F:13])([F:12])[F:11].Br[CH2:25][C:26]1[CH:35]=[CH:34][C:29]([C:30]([O:32][CH3:33])=[O:31])=[CH:28][C:27]=1[O:36][CH3:37].C(=O)([O-])[O-].[K+].[K+], predict the reaction product. The product is: [CH3:33][O:32][C:30](=[O:31])[C:29]1[CH:34]=[CH:35][C:26]([CH2:25][O:23][C:4]2[CH:5]=[CH:6][C:7]([CH:8]([CH3:22])[C:9]([OH:21])([C:14]3[CH:19]=[N:18][C:17]([CH3:20])=[CH:16][N:15]=3)[C:10]([F:13])([F:11])[F:12])=[C:2]([Cl:1])[CH:3]=2)=[C:27]([O:36][CH3:37])[CH:28]=1. (3) Given the reactants C1(C)C=CC=CC=1.[Cl:8][C:9]1[CH:10]=[C:11]([CH:16](Br)[C:17]([O:19][CH3:20])=[O:18])[CH:12]=[CH:13][C:14]=1[Cl:15].[C:22]([O-])(=[S:24])[CH3:23].[K+], predict the reaction product. The product is: [C:22]([CH:16]([C:11]1[CH:12]=[CH:13][C:14]([Cl:15])=[C:9]([Cl:8])[CH:10]=1)[C:17]([O:19][CH3:20])=[O:18])(=[S:24])[CH3:23]. (4) Given the reactants [C:1]([C:3]1[CH:12]=[CH:11][C:6]([O:7][CH2:8][CH2:9][OH:10])=[C:5]([CH3:13])[CH:4]=1)#[CH:2].Br[C:15]1[CH:20]=[CH:19][C:18]([Br:21])=[CH:17][N:16]=1.C(NC(C)C)(C)C, predict the reaction product. The product is: [Br:21][C:18]1[CH:19]=[CH:20][C:15]([C:2]#[C:1][C:3]2[CH:12]=[CH:11][C:6]([O:7][CH2:8][CH2:9][OH:10])=[C:5]([CH3:13])[CH:4]=2)=[N:16][CH:17]=1.